From a dataset of Forward reaction prediction with 1.9M reactions from USPTO patents (1976-2016). Predict the product of the given reaction. (1) Given the reactants [CH3:1][O:2][C:3]1[CH:29]=[CH:28][C:6]([C:7]([C:9]2[S:13][C:12]([C:14]3[CH:19]=[CH:18][C:17]([O:20][CH3:21])=[CH:16][CH:15]=3)=[C:11]([CH2:22][C:23]([O:25]CC)=[O:24])[CH:10]=2)=[O:8])=[CH:5][CH:4]=1.[OH-].[Na+], predict the reaction product. The product is: [CH3:1][O:2][C:3]1[CH:29]=[CH:28][C:6]([C:7]([C:9]2[S:13][C:12]([C:14]3[CH:19]=[CH:18][C:17]([O:20][CH3:21])=[CH:16][CH:15]=3)=[C:11]([CH2:22][C:23]([OH:25])=[O:24])[CH:10]=2)=[O:8])=[CH:5][CH:4]=1. (2) Given the reactants [F:1][CH:2]1[C:7](=[O:8])[CH2:6][CH2:5][NH:4][CH2:3]1.[Cl:9][C:10]1[CH:15]=[CH:14][C:13]([C:16]2[CH:21]=[CH:20][CH:19]=[CH:18][C:17]=2[CH2:22]I)=[CH:12][CH:11]=1.CCN(C(C)C)C(C)C.CCOC(C)=O, predict the reaction product. The product is: [Cl:9][C:10]1[CH:11]=[CH:12][C:13]([C:16]2[CH:21]=[CH:20][CH:19]=[CH:18][C:17]=2[CH2:22][N:4]2[CH2:5][CH2:6][C:7](=[O:8])[CH:2]([F:1])[CH2:3]2)=[CH:14][CH:15]=1. (3) Given the reactants IC1C2N=C(SC)N=C(NC3C=CC(OC4C=CC=CC=4)=CC=3)C=2C(=O)NC=1.C1(B(O)O)C=CC=CC=1.C(=O)([O-])[O-].[Na+].[Na+].CS[C:46]1[N:47]=[C:48]([NH:63][C:64]2[CH:69]=[CH:68][C:67]([O:70][C:71]3[CH:76]=[CH:75][CH:74]=[CH:73][CH:72]=3)=[CH:66][CH:65]=2)[C:49]2[C:55](=[O:56])[NH:54][CH:53]=[C:52]([C:57]3[CH:62]=[CH:61][CH:60]=[CH:59][CH:58]=3)[C:50]=2[N:51]=1.[OH:77][CH:78]1[CH2:83][CH2:82][NH:81][CH2:80][CH2:79]1, predict the reaction product. The product is: [OH:77][CH:78]1[CH2:83][CH2:82][N:81]([C:46]2[N:47]=[C:48]([NH:63][C:64]3[CH:65]=[CH:66][C:67]([O:70][C:71]4[CH:76]=[CH:75][CH:74]=[CH:73][CH:72]=4)=[CH:68][CH:69]=3)[C:49]3[C:55](=[O:56])[NH:54][CH:53]=[C:52]([C:57]4[CH:58]=[CH:59][CH:60]=[CH:61][CH:62]=4)[C:50]=3[N:51]=2)[CH2:80][CH2:79]1. (4) Given the reactants [Cl:1][C:2]1[CH:8]=[C:7]([Cl:9])[CH:6]=[CH:5][C:3]=1[NH2:4].[C:10]1([CH2:16][O:17][C:18]2[CH:19]=[C:20]([CH2:24][C:25](Cl)=[O:26])[CH:21]=[CH:22][CH:23]=2)[CH:15]=[CH:14][CH:13]=[CH:12][CH:11]=1.C(N(CC)CC)C.C(=O)(O)[O-].[Na+], predict the reaction product. The product is: [Cl:1][C:2]1[CH:8]=[C:7]([Cl:9])[CH:6]=[CH:5][C:3]=1[NH:4][C:25](=[O:26])[CH2:24][C:20]1[CH:21]=[CH:22][CH:23]=[C:18]([O:17][CH2:16][C:10]2[CH:15]=[CH:14][CH:13]=[CH:12][CH:11]=2)[CH:19]=1.